This data is from Catalyst prediction with 721,799 reactions and 888 catalyst types from USPTO. The task is: Predict which catalyst facilitates the given reaction. (1) Reactant: [CH3:1][NH:2][CH3:3].C1COCC1.[F:9][C:10]1[CH:15]=[CH:14][C:13]([C:16]2[O:17][C:18]3[CH:28]=[CH:27][C:26]([C:29]4[CH:30]=[C:31]([CH:41]=[CH:42][CH:43]=4)[C:32]([NH:34][C:35]([CH3:40])([CH3:39])[C:36](O)=[O:37])=[O:33])=[CH:25][C:19]=3[C:20]=2[C:21](=[O:24])[NH:22][CH3:23])=[CH:12][CH:11]=1.CN(C(ON1N=NC2C=CC=NC1=2)=[N+](C)C)C.F[P-](F)(F)(F)(F)F.CCN(C(C)C)C(C)C. Product: [CH3:1][N:2]([CH3:3])[C:36](=[O:37])[C:35]([NH:34][C:32]([C:31]1[CH:30]=[C:29]([C:26]2[CH:27]=[CH:28][C:18]3[O:17][C:16]([C:13]4[CH:12]=[CH:11][C:10]([F:9])=[CH:15][CH:14]=4)=[C:20]([C:21]([NH:22][CH3:23])=[O:24])[C:19]=3[CH:25]=2)[CH:43]=[CH:42][CH:41]=1)=[O:33])([CH3:39])[CH3:40]. The catalyst class is: 3. (2) Reactant: [CH2:1]([O:3][C:4]([C:6]12[CH2:13][C:10]([NH:14]C(OCC3C=CC=CC=3)=O)([CH2:11][CH2:12]1)[CH2:9][CH2:8][CH2:7]2)=[O:5])[CH3:2]. Product: [CH2:1]([O:3][C:4]([C:6]12[CH2:13][C:10]([NH2:14])([CH2:11][CH2:12]1)[CH2:9][CH2:8][CH2:7]2)=[O:5])[CH3:2]. The catalyst class is: 29. (3) Reactant: C(OC(=O)[NH:7][CH:8]([C:16](=[O:36])[NH:17][CH2:18][C:19]1[CH:24]=[CH:23][C:22]([O:25][C:26]2[CH:35]=[CH:34][C:29]3[B:30]([OH:33])[O:31][CH2:32][C:28]=3[CH:27]=2)=[CH:21][CH:20]=1)[CH2:9][C:10]1[CH:15]=[CH:14][CH:13]=[CH:12][CH:11]=1)(C)(C)C.Cl. Product: [NH2:7][CH:8]([CH2:9][C:10]1[CH:15]=[CH:14][CH:13]=[CH:12][CH:11]=1)[C:16]([NH:17][CH2:18][C:19]1[CH:20]=[CH:21][C:22]([O:25][C:26]2[CH:35]=[CH:34][C:29]3[B:30]([OH:33])[O:31][CH2:32][C:28]=3[CH:27]=2)=[CH:23][CH:24]=1)=[O:36]. The catalyst class is: 2. (4) Reactant: [NH2:1][C:2]1[CH:7]=[CH:6][C:5]([S:8]([N:11]([CH2:23][C:24]2[CH:29]=[CH:28][CH:27]=[CH:26][CH:25]=2)[C:12]2[C:17]([Cl:18])=[CH:16][C:15]([C:19]([F:22])([F:21])[F:20])=[CH:14][N:13]=2)(=[O:10])=[O:9])=[CH:4][CH:3]=1.C[Si]([N:34]=[C:35]=[O:36])(C)C. Product: [CH2:23]([N:11]([C:12]1[C:17]([Cl:18])=[CH:16][C:15]([C:19]([F:22])([F:21])[F:20])=[CH:14][N:13]=1)[S:8]([C:5]1[CH:6]=[CH:7][C:2]([NH:1][C:35]([NH2:34])=[O:36])=[CH:3][CH:4]=1)(=[O:9])=[O:10])[C:24]1[CH:25]=[CH:26][CH:27]=[CH:28][CH:29]=1. The catalyst class is: 630. (5) Reactant: [CH:1]1([N:7]2[C:11]([C:12]3[CH:17]=[CH:16][C:15]([F:18])=[CH:14][CH:13]=3)=[C:10]([C:19]3[S:20][CH:21]=[C:22]([CH2:24][C:25](O)=[O:26])[N:23]=3)[CH:9]=[N:8]2)[CH2:6][CH2:5][CH2:4][CH2:3][CH2:2]1.CN(C(ON1N=NC2C=CC=NC1=2)=[N+](C)C)C.F[P-](F)(F)(F)(F)F.CCN(C(C)C)C(C)C.[O:61]1[CH2:66][CH2:65][CH:64]([CH2:67][NH2:68])[CH2:63][CH2:62]1. Product: [CH:1]1([N:7]2[C:11]([C:12]3[CH:17]=[CH:16][C:15]([F:18])=[CH:14][CH:13]=3)=[C:10]([C:19]3[S:20][CH:21]=[C:22]([CH2:24][C:25]([NH:68][CH2:67][CH:64]4[CH2:65][CH2:66][O:61][CH2:62][CH2:63]4)=[O:26])[N:23]=3)[CH:9]=[N:8]2)[CH2:6][CH2:5][CH2:4][CH2:3][CH2:2]1. The catalyst class is: 18. (6) Reactant: O1CCCCC1[O:7][CH2:8][CH2:9][N:10]1[CH:14]=[C:13]([C:15]2[N:20]=[C:19]3[N:21]([C:24]([C:27]4[CH:28]=[C:29]5[C:34](=[CH:35][CH:36]=4)[N:33]=[CH:32][CH:31]=[CH:30]5)([CH3:26])[CH3:25])[N:22]=[N:23][C:18]3=[CH:17][CH:16]=2)[CH:12]=[N:11]1.C12(CS(O)(=O)=O)C(C)(C)C(CC1)CC2=O.CO. Product: [N:33]1[C:34]2[C:29](=[CH:28][C:27]([C:24]([N:21]3[C:19]4=[N:20][C:15]([C:13]5[CH:12]=[N:11][N:10]([CH2:9][CH2:8][OH:7])[CH:14]=5)=[CH:16][CH:17]=[C:18]4[N:23]=[N:22]3)([CH3:25])[CH3:26])=[CH:36][CH:35]=2)[CH:30]=[CH:31][CH:32]=1. The catalyst class is: 6. (7) Reactant: [F:1][C:2]1([F:33])[CH2:32][CH2:31][C:5]2[C:6]([C:25]3[S:26][CH:27]=[C:28]([CH3:30])[N:29]=3)=[C:7]([NH:9][C:10]([C:12]3[C:17]([C:18]([O:20]C(C)(C)C)=[O:19])=[CH:16][CH:15]=[CH:14][N:13]=3)=[O:11])[S:8][C:4]=2[CH2:3]1.Cl. Product: [F:33][C:2]1([F:1])[CH2:3][C:4]2[S:8][C:7]([NH:9][C:10]([C:12]3[N:13]=[CH:14][CH:15]=[CH:16][C:17]=3[C:18]([OH:20])=[O:19])=[O:11])=[C:6]([C:25]3[S:26][CH:27]=[C:28]([CH3:30])[N:29]=3)[C:5]=2[CH2:31][CH2:32]1. The catalyst class is: 25.